This data is from Catalyst prediction with 721,799 reactions and 888 catalyst types from USPTO. The task is: Predict which catalyst facilitates the given reaction. (1) Product: [F:18][C:17]([F:20])([F:19])[CH2:16][O:1][C:2]1[CH:3]=[C:4]([CH:7]=[CH:8][CH:9]=1)[CH:5]=[O:6]. Reactant: [OH:1][C:2]1[CH:3]=[C:4]([CH:7]=[CH:8][CH:9]=1)[CH:5]=[O:6].FC(F)(F)S(O[CH2:16][C:17]([F:20])([F:19])[F:18])(=O)=O.C([O-])([O-])=O.[Cs+].[Cs+].O. The catalyst class is: 31. (2) Reactant: [F:1][C:2]1[CH:7]=[CH:6][C:5]([C:8]2[CH:13]=[CH:12][C:11]([C:14]([F:17])([F:16])[F:15])=[CH:10][CH:9]=2)=[CH:4][C:3]=1[C:18]#[N:19].[H][H]. Product: [F:1][C:2]1[CH:7]=[CH:6][C:5]([C:8]2[CH:9]=[CH:10][C:11]([C:14]([F:16])([F:17])[F:15])=[CH:12][CH:13]=2)=[CH:4][C:3]=1[CH2:18][NH2:19]. The catalyst class is: 63. (3) Reactant: Cl[C:2]1[C:11]2[C:6](=[CH:7][C:8]([O:14][CH2:15][CH2:16][N:17]3[CH2:22][CH2:21][CH2:20][CH2:19][CH2:18]3)=[C:9]([O:12][CH3:13])[CH:10]=2)[N:5]=[CH:4][N:3]=1.C(=O)([O-])[O-].[K+].[K+].[OH:29][C:30]1[CH:39]=[C:38]2[C:33]([CH:34]=[CH:35][CH:36]=[N:37]2)=[CH:32][CH:31]=1.[OH-].[Na+]. Product: [CH3:13][O:12][C:9]1[CH:10]=[C:11]2[C:6](=[CH:7][C:8]=1[O:14][CH2:15][CH2:16][N:17]1[CH2:22][CH2:21][CH2:20][CH2:19][CH2:18]1)[N:5]=[CH:4][N:3]=[C:2]2[O:29][C:30]1[CH:39]=[C:38]2[C:33]([CH:34]=[CH:35][CH:36]=[N:37]2)=[CH:32][CH:31]=1. The catalyst class is: 3. (4) Reactant: [CH2:1]([O:8][C:9]([CH2:11][N:12]1[CH2:25][CH2:24][CH2:23][NH:22][CH2:21][CH2:20][N:19]([CH2:26][C:27]([O:29][CH2:30][C:31]2[CH:36]=[CH:35][CH:34]=[CH:33][CH:32]=2)=[O:28])[CH2:18][CH2:17][CH2:16][NH:15][CH2:14][CH2:13]1)=[O:10])[C:2]1[CH:7]=[CH:6][CH:5]=[CH:4][CH:3]=1.C(N(CC)CC)C.[N+:44]([C:47]1[CH:54]=[CH:53][C:50]([CH2:51]Br)=[CH:49][CH:48]=1)([O-:46])=[O:45]. Product: [CH2:1]([O:8][C:9]([CH2:11][N:12]1[CH2:25][CH2:24][CH2:23][NH:22][CH2:21][CH2:20][N:19]([CH2:26][C:27]([O:29][CH2:30][C:31]2[CH:36]=[CH:35][CH:34]=[CH:33][CH:32]=2)=[O:28])[CH2:18][CH2:17][CH2:16][N:15]([CH2:51][C:50]2[CH:53]=[CH:54][C:47]([N+:44]([O-:46])=[O:45])=[CH:48][CH:49]=2)[CH2:14][CH2:13]1)=[O:10])[C:2]1[CH:7]=[CH:6][CH:5]=[CH:4][CH:3]=1. The catalyst class is: 22. (5) Reactant: [C:1]1([CH3:12])[C:2](S(OC)(=O)=O)=[CH:3][CH:4]=[CH:5][CH:6]=1.[CH3:13][C:14](C)([O-:16])[CH3:15].[K+]. Product: [CH2:12]([O:16][CH:14]([CH3:15])[CH3:13])[C:1]1[CH:6]=[CH:5][CH:4]=[CH:3][CH:2]=1. The catalyst class is: 11. (6) Reactant: C[C:2]([N:8]1[CH2:13][CH2:12][C:11](=[O:14])[CH2:10][CH2:9]1)([CH3:7])[C:3](OC)=O.F[C:16](F)(F)[C:17]1[CH:22]=[CH:22][C:17]([C:16]2C=[CH:22][C:17]([CH2:16]N)=[CH:18]C=2)=[CH:18][CH:18]=1.C(O)(=O)C.C(O[BH-](OC(=O)C)OC(=O)C)(=O)C.[Na+].[C:51](=[O:54])([O-])[O-:52].[Na+].[Na+]. Product: [CH3:7][C:2]([N:8]1[CH2:9][CH2:10][C:11](=[O:14])[CH2:12][CH2:13]1)([CH3:3])[C:51]([O:52][C:17]([CH3:22])([CH3:18])[CH3:16])=[O:54]. The catalyst class is: 26.